Task: Predict the product of the given reaction.. Dataset: Forward reaction prediction with 1.9M reactions from USPTO patents (1976-2016) (1) Given the reactants [C:1]([C:5]1[CH:10]=[CH:9][C:8]([S:11]([N:14]2[C:20]3[CH:21]=[C:22]([C:25]([NH:27][NH2:28])=O)[CH:23]=[CH:24][C:19]=3[NH:18][C:17]3[N:29]=[C:30]([C:33]([F:36])([F:35])[F:34])[CH:31]=[CH:32][C:16]=3[CH2:15]2)(=[O:13])=[O:12])=[CH:7][CH:6]=1)([CH3:4])([CH3:3])[CH3:2].Cl.[C:38](=[NH:43])(OCC)[CH3:39].C(N(CC)CC)C, predict the reaction product. The product is: [C:1]([C:5]1[CH:10]=[CH:9][C:8]([S:11]([N:14]2[C:20]3[CH:21]=[C:22]([C:25]4[NH:43][C:38]([CH3:39])=[N:28][N:27]=4)[CH:23]=[CH:24][C:19]=3[NH:18][C:17]3[N:29]=[C:30]([C:33]([F:36])([F:35])[F:34])[CH:31]=[CH:32][C:16]=3[CH2:15]2)(=[O:13])=[O:12])=[CH:7][CH:6]=1)([CH3:4])([CH3:3])[CH3:2]. (2) Given the reactants [CH3:1][C@H:2]1[CH2:7][N:6]2[N:8]=[CH:9][C:10]([N:11]3[CH2:15][CH:14]([C:16]4[N:20]=[C:19]([CH3:21])[O:18][N:17]=4)[CH2:13][C:12]3=[O:22])=[C:5]2[CH2:4][N:3]1[C:23]([O:25]C(C)(C)C)=O.CCN(C(C)C)C(C)C.[F:39][C:40]1[CH:41]=[C:42]([NH:48]C(=O)OC2C=CC=CC=2)[CH:43]=[C:44]([F:47])[C:45]=1[F:46], predict the reaction product. The product is: [CH3:1][C@H:2]1[CH2:7][N:6]2[N:8]=[CH:9][C:10]([N:11]3[CH2:15][CH:14]([C:16]4[N:20]=[C:19]([CH3:21])[O:18][N:17]=4)[CH2:13][C:12]3=[O:22])=[C:5]2[CH2:4][N:3]1[C:23]([NH:48][C:42]1[CH:41]=[C:40]([F:39])[C:45]([F:46])=[C:44]([F:47])[CH:43]=1)=[O:25]. (3) Given the reactants [Cl:1][C:2]1[C:43]([C:44]([F:47])([F:46])[F:45])=[CH:42][CH:41]=[CH:40][C:3]=1[CH2:4][N:5]([CH2:26][CH:27]([C:34]1[CH:39]=[CH:38][CH:37]=[CH:36][CH:35]=1)[C:28]1[CH:33]=[CH:32][CH:31]=[CH:30][CH:29]=1)[CH2:6][CH2:7][CH2:8][O:9][C:10]1[CH:15]=[CH:14][CH:13]=[C:12]([CH:16](COCC)[C:17]2[N:21]=[CH:20][NH:19][N:18]=2)[CH:11]=1.C([SiH](CC)CC)C.C(O)(C(F)(F)F)=O.Cl.C(OCC)C, predict the reaction product. The product is: [ClH:1].[Cl:1][C:2]1[C:43]([C:44]([F:45])([F:46])[F:47])=[CH:42][CH:41]=[CH:40][C:3]=1[CH2:4][N:5]([CH2:26][CH:27]([C:34]1[CH:35]=[CH:36][CH:37]=[CH:38][CH:39]=1)[C:28]1[CH:33]=[CH:32][CH:31]=[CH:30][CH:29]=1)[CH2:6][CH2:7][CH2:8][O:9][C:10]1[CH:15]=[CH:14][CH:13]=[C:12]([CH2:16][C:17]2[N:21]=[CH:20][NH:19][N:18]=2)[CH:11]=1.